This data is from Forward reaction prediction with 1.9M reactions from USPTO patents (1976-2016). The task is: Predict the product of the given reaction. Given the reactants Cl[C:2]1[C:11]([N+:12]([O-:14])=[O:13])=[CH:10][C:5]([C:6]([O:8][CH3:9])=[O:7])=[CH:4][N:3]=1.[NH:15]1[CH2:20][CH2:19][CH2:18][CH2:17][C@H:16]1[C:21]([O:23][CH3:24])=[O:22], predict the reaction product. The product is: [CH3:24][O:23][C:21]([C@@H:16]1[CH2:17][CH2:18][CH2:19][CH2:20][N:15]1[C:2]1[C:11]([N+:12]([O-:14])=[O:13])=[CH:10][C:5]([C:6]([O:8][CH3:9])=[O:7])=[CH:4][N:3]=1)=[O:22].